This data is from Full USPTO retrosynthesis dataset with 1.9M reactions from patents (1976-2016). The task is: Predict the reactants needed to synthesize the given product. (1) Given the product [OH:5][CH:4]([C:6]1[C:14]2[O:13][CH2:12][CH:11]([C:15]3[CH:20]=[CH:19][C:18]([CH:21]([CH3:23])[CH3:22])=[CH:17][CH:16]=3)[C:10]=2[C:9]([CH3:24])=[C:8]([NH:25][C:26](=[O:32])[CH2:27][C:28]([CH3:31])([CH3:30])[CH3:29])[C:7]=1[CH3:33])[CH3:1], predict the reactants needed to synthesize it. The reactants are: [CH3:1][Mg]Br.[CH:4]([C:6]1[C:14]2[O:13][CH2:12][CH:11]([C:15]3[CH:20]=[CH:19][C:18]([CH:21]([CH3:23])[CH3:22])=[CH:17][CH:16]=3)[C:10]=2[C:9]([CH3:24])=[C:8]([NH:25][C:26](=[O:32])[CH2:27][C:28]([CH3:31])([CH3:30])[CH3:29])[C:7]=1[CH3:33])=[O:5]. (2) Given the product [F:34][C:2]([F:1])([F:33])[C:3]1[CH:32]=[CH:31][CH:30]=[CH:29][C:4]=1[O:5][CH:6]1[CH2:7][CH2:8][N:9]([C:12]2[N:17]=[CH:16][C:15]([C:18]3[CH:19]=[N:20][CH:21]=[C:22]([C:24]([OH:26])=[O:25])[CH:23]=3)=[CH:14][CH:13]=2)[CH2:10][CH2:11]1, predict the reactants needed to synthesize it. The reactants are: [F:1][C:2]([F:34])([F:33])[C:3]1[CH:32]=[CH:31][CH:30]=[CH:29][C:4]=1[O:5][CH:6]1[CH2:11][CH2:10][N:9]([C:12]2[N:17]=[CH:16][C:15]([C:18]3[CH:19]=[N:20][CH:21]=[C:22]([C:24]([O:26]CC)=[O:25])[CH:23]=3)=[CH:14][CH:13]=2)[CH2:8][CH2:7]1.C1COCC1.[OH-].[Na+]. (3) Given the product [CH3:16][O:17][C:18]1[CH:26]=[C:25]2[C:21]([CH:22]=[CH:23][N:24]2[C:13](=[O:15])[CH2:12][CH2:11][CH2:10][S:9][C:6]2[CH:5]=[CH:4][C:3]([O:2][CH3:1])=[CH:8][CH:7]=2)=[CH:20][CH:19]=1, predict the reactants needed to synthesize it. The reactants are: [CH3:1][O:2][C:3]1[CH:8]=[CH:7][C:6]([S:9][CH2:10][CH2:11][CH2:12][C:13]([OH:15])=O)=[CH:5][CH:4]=1.[CH3:16][O:17][C:18]1[CH:26]=[C:25]2[C:21]([CH:22]=[CH:23][NH:24]2)=[CH:20][CH:19]=1. (4) The reactants are: [F:1][C:2]1[CH:3]=[C:4]([CH2:9][CH2:10][C:11]2[CH:20]=[CH:19][C:18]3[C:13](=[CH:14][CH:15]=[CH:16][CH:17]=3)[CH:12]=2)[CH:5]=[CH:6][C:7]=1I.[F:21][C:22]1[CH:27]=[CH:26][C:25](OB(O)O)=[CH:24][CH:23]=1.C1(P(C2C=CC=CC=2)C2C=CC=CC=2)C=CC=CC=1. Given the product [F:1][C:2]1[CH:3]=[C:4]([CH2:9][CH2:10][C:11]2[CH:20]=[CH:19][C:18]3[C:13](=[CH:14][CH:15]=[CH:16][CH:17]=3)[CH:12]=2)[CH:5]=[CH:6][C:7]=1[C:25]1[CH:26]=[CH:27][C:22]([F:21])=[CH:23][CH:24]=1, predict the reactants needed to synthesize it. (5) Given the product [CH3:7][N:6]1[C:2]([C:11]([C:13]2[N:14]=[C:15]([CH3:18])[S:16][CH:17]=2)=[O:12])=[CH:3][N:4]=[CH:5]1, predict the reactants needed to synthesize it. The reactants are: Br[C:2]1[N:6]([CH3:7])[CH:5]=[N:4][CH:3]=1.CON(C)[C:11]([C:13]1[N:14]=[C:15]([CH3:18])[S:16][CH:17]=1)=[O:12]. (6) Given the product [NH2:1][CH2:10][CH:11]([F:46])[CH2:12][N:13]([CH:23]([C:27]1[N:36]([CH2:37][C:38]2[CH:39]=[CH:40][CH:41]=[CH:42][CH:43]=2)[C:50](=[O:49])[C:51]2[C:29](=[CH:30][C:31]([Cl:45])=[CH:32][CH:33]=2)[N:28]=1)[CH:24]([CH3:25])[CH3:26])[C:14](=[O:22])[C:15]1[CH:16]=[CH:17][C:18]([CH3:21])=[CH:19][CH:20]=1, predict the reactants needed to synthesize it. The reactants are: [N-:1]=[N+]=[N-].[Na+].CS(O[CH2:10][CH:11]([F:46])[CH2:12][N:13]([CH:23]([C:27]1[N:36]([CH2:37][C:38]2[CH:43]=[CH:42][CH:41]=[CH:40][CH:39]=2)C(=O)C2[C:29](=[CH:30][C:31]([Cl:45])=[CH:32][CH:33]=2)[N:28]=1)[CH:24]([CH3:26])[CH3:25])[C:14](=[O:22])[C:15]1[CH:20]=[CH:19][C:18]([CH3:21])=[CH:17][CH:16]=1)(=O)=O.CC[O:49][CH2:50][CH3:51]. (7) Given the product [F:1][C:2]1[N:10]=[C:9]2[C:5]([N:6]=[CH:7][N:8]2[CH:26]([CH3:28])[CH3:27])=[C:4]([NH:11][C:12]2[CH:13]=[CH:18][N:38]=[CH:36][CH:35]=2)[N:3]=1, predict the reactants needed to synthesize it. The reactants are: [F:1][C:2]1[N:10]=[C:9]2[C:5]([N:6]=[CH:7][NH:8]2)=[C:4]([NH:11][CH2:12][C:13]2[CH:18]=CN=CC=2)[N:3]=1.C([O-])([O-])=O.[K+].[K+].Br[CH:26]([CH3:28])[CH3:27].C(Cl)(Cl)Cl.CO.[CH3:35][C:36]([N:38](C)C)=O. (8) Given the product [Cl:1][C:2]1[CH:3]=[CH:4][C:5]2[NH:11][CH2:10][CH2:9][CH2:8][C:7](=[O:22])[C:6]=2[CH:23]=1, predict the reactants needed to synthesize it. The reactants are: [Cl:1][C:2]1[CH:3]=[CH:4][C:5]2[N:11](S(C3C=CC(C)=CC=3)(=O)=O)[CH2:10][CH2:9][CH2:8][C:7](=[O:22])[C:6]=2[CH:23]=1.S(=O)(=O)(O)O.O.[OH-].[Na+].